From a dataset of Catalyst prediction with 721,799 reactions and 888 catalyst types from USPTO. Predict which catalyst facilitates the given reaction. (1) Reactant: [CH3:1][C:2]1([CH3:10])[O:7][C:6](=[O:8])[CH2:5][C:4](=[O:9])[O:3]1.[NH:11]1[C:19]2[C:14](=[CH:15][CH:16]=[C:17]([C:20](O)=[O:21])[CH:18]=2)[CH:13]=[CH:12]1.CCN=C=NCCCN(C)C.Cl.Cl. Product: [NH:11]1[C:19]2[C:14](=[CH:15][CH:16]=[C:17]([C:20]([CH:5]3[C:6](=[O:8])[O:7][C:2]([CH3:10])([CH3:1])[O:3][C:4]3=[O:9])=[O:21])[CH:18]=2)[CH:13]=[CH:12]1. The catalyst class is: 119. (2) Reactant: [Cl:1][C:2]1[C:3]([O:11][C:12]2[N:13]=[CH:14][C:15]3[C:20]([CH:21]=2)=[CH:19][CH:18]=[CH:17][CH:16]=3)=[N:4][CH:5]=[C:6]([N+:8]([O-])=O)[CH:7]=1. Product: [Cl:1][C:2]1[CH:7]=[C:6]([NH2:8])[CH:5]=[N:4][C:3]=1[O:11][C:12]1[N:13]=[CH:14][C:15]2[C:20]([CH:21]=1)=[CH:19][CH:18]=[CH:17][CH:16]=2. The catalyst class is: 13.